Task: Regression/Classification. Given a drug SMILES string, predict its absorption, distribution, metabolism, or excretion properties. Task type varies by dataset: regression for continuous measurements (e.g., permeability, clearance, half-life) or binary classification for categorical outcomes (e.g., BBB penetration, CYP inhibition). Dataset: b3db_classification.. Dataset: Blood-brain barrier permeability classification from the B3DB database (1) The result is 0 (does not penetrate BBB). The compound is CC1(C)S[C@@H]2[C@H](NC(=O)CCC[C@@H](N)C(=O)O)C(=O)N2[C@H]1C(=O)O. (2) The compound is CN[C@@H]1[C@H](O[C@H]2[C@H](O[C@@H]3[C@@H](N=C(N)N)[C@H](O)[C@@H](N=C(N)N)[C@H](O)[C@H]3O)O[C@@H](C)[C@]2(O)CO)O[C@@H](CO)[C@H](O)[C@H]1O. The result is 0 (does not penetrate BBB). (3) The molecule is CN1C(=O)CC(C(=O)NC(Cc2cnc[nH]2)C(=O)N2CCCC2C(N)=O)NC1=O. The result is 1 (penetrates BBB). (4) The compound is CC(=O)[C@H]1CCC2C3CC[C@@H]4C[C@H](O)CC[C@]4(C)C3C(=O)C[C@@]21C. The result is 1 (penetrates BBB). (5) The compound is CN1CCN(Cc2ccc(Nc3ncc(Cl)c(Nc4ccccc4S(=O)(=O)N(C)C)n3)cc2)CC1. The result is 1 (penetrates BBB). (6) The molecule is CC(C)NCC(O)c1cc(O)cc(O)c1. The result is 0 (does not penetrate BBB). (7) The drug is CN1C(=O)CC(c2ccccc2)C1=O. The result is 1 (penetrates BBB).